Dataset: Reaction yield outcomes from USPTO patents with 853,638 reactions. Task: Predict the reaction yield, written as a fraction of the theoretical maximum amount of product (1.0 means a 100% yield; for example, 0.34 means a 34% yield). (1) The reactants are [H-].[Al+3].[Li+].[H-].[H-].[H-].[C:7]([C@H:11]1[C:16](=O)[NH:15][CH2:14][C:13](=O)[NH:12]1)([CH3:10])([CH3:9])[CH3:8]. The catalyst is C1COCC1. The product is [C:7]([C@H:11]1[CH2:16][NH:15][CH2:14][CH2:13][NH:12]1)([CH3:10])([CH3:9])[CH3:8]. The yield is 0.520. (2) The reactants are [OH:1][C:2]1[CH:3]=[C:4]2[C:9](=[CH:10][CH:11]=1)[NH:8][C:7](=[O:12])[CH2:6][CH2:5]2.C(=O)([O-])[O-].[Cs+].[Cs+].Cl[CH2:20][CH2:21][CH2:22][N:23]1[CH2:27][CH2:26][CH2:25][C@H:24]1[CH3:28]. The catalyst is C(#N)C.O. The product is [CH3:28][C@@H:24]1[CH2:25][CH2:26][CH2:27][N:23]1[CH2:22][CH2:21][CH2:20][O:1][C:2]1[CH:3]=[C:4]2[C:9](=[CH:10][CH:11]=1)[NH:8][C:7](=[O:12])[CH2:6][CH2:5]2. The yield is 0.370. (3) The reactants are [CH3:1][O:2][C:3]1[CH:9]=[CH:8][CH:7]=[CH:6][C:4]=1[NH2:5].[N:10]([O-])=O.[Na+].C([O-])(=O)C.[Na+].[C:19]([CH2:22][C:23](=[O:25])[CH3:24])(=[O:21])[CH3:20]. The catalyst is C(O)(=O)C.Cl.O.C(O)C. The product is [CH3:1][O:2][C:3]1[CH:9]=[CH:8][CH:7]=[CH:6][C:4]=1[NH:5][N:10]=[C:22]([C:23](=[O:25])[CH3:24])[C:19](=[O:21])[CH3:20]. The yield is 0.790. (4) The reactants are [CH3:1][NH:2][C:3]([C:5]1[CH:6]=[C:7]([CH:18]=[CH:19][CH:20]=1)[O:8][C:9]1[CH:14]=[CH:13][C:12]([N+:15]([O-])=O)=[CH:11][CH:10]=1)=[O:4]. The catalyst is CCOC(C)=O.[Pd]. The product is [CH3:1][NH:2][C:3]([C:5]1[CH:6]=[C:7]([CH:18]=[CH:19][CH:20]=1)[O:8][C:9]1[CH:14]=[CH:13][C:12]([NH2:15])=[CH:11][CH:10]=1)=[O:4]. The yield is 0.560.